From a dataset of Catalyst prediction with 721,799 reactions and 888 catalyst types from USPTO. Predict which catalyst facilitates the given reaction. (1) Reactant: N12CCCN=C1CCCCC2.[F:12][C:13]([F:29])([F:28])[CH2:14][O:15][C:16]1[CH:21]=[CH:20][N:19]=[C:18]([C:22]2[NH:23][O:24][C:25](=[O:27])[N:26]=2)[CH:17]=1.[CH3:30][C:31]([CH3:37])([CH2:35][CH3:36])[C:32](Cl)=[O:33]. Product: [CH3:30][C:31]([CH3:37])([CH2:35][CH3:36])[C:32]([N:26]1[C:25](=[O:27])[O:24][N:23]=[C:22]1[C:18]1[CH:17]=[C:16]([O:15][CH2:14][C:13]([F:12])([F:28])[F:29])[CH:21]=[CH:20][N:19]=1)=[O:33]. The catalyst class is: 17. (2) Reactant: [CH2:1]([O:3][C:4]1[C:8]([CH2:9][CH2:10][CH2:11][OH:12])=[CH:7][N:6]([C:13]2[CH:18]=[C:17]([C:19]([F:22])([F:21])[F:20])[CH:16]=[CH:15][N:14]=2)[N:5]=1)[CH3:2].[CH2:23]([O:25][C:26]1[CH:27]=[C:28]([CH2:33][CH2:34][C:35]([O:37]CC)=[O:36])[CH:29]=[CH:30][C:31]=1O)C.C(P(CCCC)CCCC)CCC.N(C(N1CCCCC1)=O)=NC(N1CCCCC1)=O. Product: [CH2:1]([O:3][C:4]1[C:8]([CH2:9][CH2:10][CH2:11][O:12][C:31]2[CH:30]=[CH:29][C:28]([CH2:33][CH2:34][C:35]([OH:37])=[O:36])=[CH:27][C:26]=2[O:25][CH3:23])=[CH:7][N:6]([C:13]2[CH:18]=[C:17]([C:19]([F:21])([F:20])[F:22])[CH:16]=[CH:15][N:14]=2)[N:5]=1)[CH3:2]. The catalyst class is: 7. (3) Reactant: CC1(C)C(C)(C)OB([C:9]2[CH:22]=[CH:21][C:12]([O:13][CH2:14][C:15]3[CH:20]=[CH:19][N:18]=[CH:17][CH:16]=3)=[C:11]([C:23]([F:26])([F:25])[F:24])[CH:10]=2)O1.[NH2:28][C:29]1[C:30]([C:38]#[N:39])=[N:31][C:32](Cl)=[CH:33][C:34]=1[NH:35][CH3:36].C1(P(C2CCCCC2)C2CCCCC2)CCCCC1.P([O-])([O-])([O-])=O.[K+].[K+].[K+]. Product: [NH2:28][C:29]1[C:30]([C:38]#[N:39])=[N:31][C:32]([C:9]2[CH:22]=[CH:21][C:12]([O:13][CH2:14][C:15]3[CH:16]=[CH:17][N:18]=[CH:19][CH:20]=3)=[C:11]([C:23]([F:24])([F:25])[F:26])[CH:10]=2)=[CH:33][C:34]=1[NH:35][CH3:36]. The catalyst class is: 333. (4) Reactant: [NH:1]1[C:5]2=[CH:6][N:7]=[CH:8][CH:9]=[C:4]2[C:3]2([CH2:11][CH2:10]2)[C:2]1=[O:12].[H-].[Na+].[Cl:15][C:16]1[CH:17]=[C:18]2[C:22](=[CH:23][CH:24]=1)[N:21]([S:25]([C:28]1[CH:33]=[CH:32][CH:31]=[CH:30][CH:29]=1)(=[O:27])=[O:26])[C:20]([CH2:34]Cl)=[CH:19]2. Product: [Cl:15][C:16]1[CH:17]=[C:18]2[C:22](=[CH:23][CH:24]=1)[N:21]([S:25]([C:28]1[CH:33]=[CH:32][CH:31]=[CH:30][CH:29]=1)(=[O:27])=[O:26])[C:20]([CH2:34][N:1]1[C:5]3=[CH:6][N:7]=[CH:8][CH:9]=[C:4]3[C:3]3([CH2:10][CH2:11]3)[C:2]1=[O:12])=[CH:19]2. The catalyst class is: 9.